This data is from Forward reaction prediction with 1.9M reactions from USPTO patents (1976-2016). The task is: Predict the product of the given reaction. (1) Given the reactants [CH3:1][C:2]1[O:6][C:5]([C:7]([OH:9])=O)=[CH:4][C:3]=1[C:10]1[N:14]([CH3:15])[N:13]=[CH:12][CH:11]=1.[NH2:16][C@@H:17]([CH2:30][C:31]1[CH:36]=[CH:35][C:34]([F:37])=[CH:33][C:32]=1F)[CH2:18][N:19]1[C:27](=[O:28])[C:26]2[C:21](=[CH:22][CH:23]=[CH:24][CH:25]=2)[C:20]1=[O:29].C(N(CC)C(C)C)(C)C.[F:48][P-](F)(F)(F)(F)F.Br[P+](N1CCCC1)(N1CCCC1)N1CCCC1, predict the reaction product. The product is: [F:48][C:33]1[CH:32]=[C:31]([CH2:30][C@H:17]([NH:16][C:7]([C:5]2[O:6][C:2]([CH3:1])=[C:3]([C:10]3[N:14]([CH3:15])[N:13]=[CH:12][CH:11]=3)[CH:4]=2)=[O:9])[CH2:18][N:19]2[C:27](=[O:28])[C:26]3[C:21](=[CH:22][CH:23]=[CH:24][CH:25]=3)[C:20]2=[O:29])[CH:36]=[CH:35][C:34]=1[F:37]. (2) The product is: [CH2:14]([C:19]1[CH:20]=[CH:21][C:22]([C:2]2[CH:3]=[C:4]3[C:9](=[CH:10][CH:11]=2)[C:8]([Cl:12])=[C:7]([OH:13])[CH:6]=[CH:5]3)=[CH:23][CH:24]=1)[CH2:15][CH2:16][CH2:17][CH3:18]. Given the reactants Br[C:2]1[CH:3]=[C:4]2[C:9](=[CH:10][CH:11]=1)[C:8]([Cl:12])=[C:7]([OH:13])[CH:6]=[CH:5]2.[CH2:14]([C:19]1[CH:24]=[CH:23][C:22](B(O)O)=[CH:21][CH:20]=1)[CH2:15][CH2:16][CH2:17][CH3:18].C(=O)([O-])[O-].[Na+].[Na+], predict the reaction product. (3) Given the reactants [OH:1][CH2:2][CH:3]([NH:5][C:6](=[O:12])[O:7][C:8]([CH3:11])([CH3:10])[CH3:9])[CH3:4].[OH-].[Na+].[CH2:15](Br)[CH3:16], predict the reaction product. The product is: [CH2:15]([O:1][CH2:2][C@@H:3]([NH:5][C:6](=[O:12])[O:7][C:8]([CH3:11])([CH3:10])[CH3:9])[CH3:4])[CH3:16]. (4) Given the reactants Br[C:2]1[C:3]([NH:9][C:10]2[CH:15]=[C:14]([Cl:16])[CH:13]=[CH:12][C:11]=2[O:17][CH3:18])=[N:4][CH:5]=[C:6](C)[CH:7]=1.C1CCN2C(=NCCC2)CC1, predict the reaction product. The product is: [Cl:16][C:14]1[CH:13]=[CH:12][C:11]([O:17][CH3:18])=[C:10]2[C:15]=1[C:2]1[CH:7]=[CH:6][CH:5]=[N:4][C:3]=1[NH:9]2.